Dataset: Forward reaction prediction with 1.9M reactions from USPTO patents (1976-2016). Task: Predict the product of the given reaction. (1) Given the reactants [F:1][C:2]1[CH:7]=[CH:6][C:5]([O:8][CH3:9])=[CH:4][CH:3]=1.CN(C)CCN(C)CCN(C)C.C([Li])CCC.B(OC)(OC)[O:28]C.OO.S([O-])([O-])=O.[Na+].[Na+], predict the reaction product. The product is: [F:1][C:2]1[CH:7]=[CH:6][C:5]([O:8][CH3:9])=[CH:4][C:3]=1[OH:28]. (2) Given the reactants [C:1](=[O:4])([O-:3])[O-:2].O[C:6]1[C:11]([O:12][CH3:13])=[CH:10][C:9]([C:14]([O:16][C@H:17]2[C@H:37]([O:38][CH3:39])[C@@H:36]([C:40]([O:42][CH3:43])=[O:41])[C@@H:35]3[C@@H:19]([CH2:20][N:21]4[C@H:33]([CH2:34]3)[C:32]3[NH:31][C:30]5[C:25](=[CH:26][CH:27]=[C:28]([O:44][CH3:45])[CH:29]=5)[C:24]=3[CH2:23][CH2:22]4)[CH2:18]2)=[O:15])=[CH:8][C:7]=1[O:46][CH3:47].C([O-])([O-])=O.[K+].[K+], predict the reaction product. The product is: [CH3:47][O:46][C:7]1[CH:8]=[C:9]([C:14]([O:16][C@H:17]2[C@H:37]([O:38][CH3:39])[C@@H:36]([C:40]([O:42][CH3:43])=[O:41])[C@@H:35]3[C@@H:19]([CH2:20][N:21]4[C@H:33]([CH2:34]3)[C:32]3[NH:31][C:30]5[C:25](=[CH:26][CH:27]=[C:28]([O:44][CH3:45])[CH:29]=5)[C:24]=3[CH2:23][CH2:22]4)[CH2:18]2)=[O:15])[CH:10]=[C:11]([O:12][CH3:13])[C:6]=1[O:4][C:1]([O:3][CH2:36][C:35]1[CH:34]=[CH:33][N:21]=[CH:20][CH:19]=1)=[O:2]. (3) Given the reactants [O:1]=[C:2]1[C:10]2([C:14]3=[CH:15][C:16]4[O:20][CH2:19][O:18][C:17]=4[CH:21]=[C:13]3[O:12][CH2:11]2)[C:9]2[C:4](=[CH:5][CH:6]=[CH:7][CH:8]=2)[N:3]1[CH2:22][C:23]1[O:24][CH:25]=[C:26]([C:28]([O:30]C)=[O:29])[N:27]=1.[OH-].[Na+].Cl, predict the reaction product. The product is: [O:1]=[C:2]1[C:10]2([C:14]3=[CH:15][C:16]4[O:20][CH2:19][O:18][C:17]=4[CH:21]=[C:13]3[O:12][CH2:11]2)[C:9]2[C:4](=[CH:5][CH:6]=[CH:7][CH:8]=2)[N:3]1[CH2:22][C:23]1[O:24][CH:25]=[C:26]([C:28]([OH:30])=[O:29])[N:27]=1. (4) Given the reactants [Br:1][C:2]1[CH:3]=[N:4][CH:5]=[C:6](F)[CH:7]=1.[CH:9]1([NH2:13])[CH2:12][CH2:11][CH2:10]1, predict the reaction product. The product is: [Br:1][C:2]1[CH:7]=[C:6]([NH:13][CH:9]2[CH2:12][CH2:11][CH2:10]2)[CH:5]=[N:4][CH:3]=1.